Dataset: Experimentally validated miRNA-target interactions with 360,000+ pairs, plus equal number of negative samples. Task: Binary Classification. Given a miRNA mature sequence and a target amino acid sequence, predict their likelihood of interaction. (1) The miRNA is hsa-miR-335-5p with sequence UCAAGAGCAAUAACGAAAAAUGU. The protein sequence of the target gene is MAKLLQPPPKFLPSEWHIANKNQYHRADAQRSRSERLVAESQRLVDEIEKTTRKSQSDVNKKLEQRLEEVQFWKKELDDKLEQLVNVTDDLLIYKIRLEKALETLKEPLHITETCLAYREKRIGIDLVHDTVEHELIKEAEIIQGIMALLTRTLEEASEQIRMNRSAKYNLEKDLKDKFVALTIDDICFSLNNNSPNIRYSENAVRIEPNSVSLEDWLDFSSTNVEKADKQRNNSLMLKALVDRILSQTANDLRKQCDVVDTAFKNGLKDTKDARDKLADHLAKVMEEIASQEKNITALE.... Result: 1 (interaction). (2) The protein sequence of the target gene is MTMSLIQACRSLALSTWLLSFCFVHLLCLDFTVAEKEEWYTAFVNITYLEPEPGAAVAGSGGGAELHTEKSECGRYGEHSPKQDARGEVVMASSAQDRLACDPNTKFAAPAHGKHWIALIPKGNCTYRDKIRNAFLQNASAVVIFNVGSNTNETITMPHAGVEDIVAIMIPEPKGKEIVSLLERNITVTMYITIGTRNLQKYVSRTSVVFVSISFIVLMIISLAWLVFYYIQRFRYANARDRNQRRLGDAAKKAISKLQVRTIRKGDKETESDFDNCAVCIEGYKPNDVVRILPCRHLFH.... Result: 0 (no interaction). The miRNA is hsa-miR-4632-3p with sequence UGCCGCCCUCUCGCUGCUCUAG. (3) The miRNA is rno-miR-30a-5p with sequence UGUAAACAUCCUCGACUGGAAG. The protein sequence of the target gene is MNKLTFHNNKAMQDRRRVCIFLPNDKSVSIIINVKILCHQLLVQVCDLLRLKDSHLFGLSVIQNNEHVYMELSQKLYKYCPKEWKKEASKVRQYEVTWGIDQFGPPMIIHFRVQYYVENGKLISDRIARYYYYWHLRKQVLHSQCVLREEAYFLLAAFALQADLGNFKRKLHHGDYFEPEAYFPAWVVSKRGKDYILKHIPNMHKDQFALTASEAYLKYIKEAVRLDDVAIHYYRLYKDKREAEGSLTLGLTMRGIQIFQNLEEEKQLLYDFPWTNVGKLVFVGKKFEILPDGLPSARKL.... Result: 0 (no interaction). (4) The miRNA is hsa-miR-5186 with sequence AGAGAUUGGUAGAAAUCAGGU. The protein sequence of the target gene is MSSSLRPGPSRWRRAASIVLAAGWSRPETATPPSRPPPAEGFRLLLLQRSPHQGFMPGAHVFSGGVLDAADRSADWLGLFAPHHGPPRFGLGPAPFSRTAFPSLPDTDDHKTDNTGTLPEDVAFRICAVREAFEEAGVLLLRPRTSPPGPAPGPGLALEPPPGLASWRDRVRQDPRHFLRLCAHLDCTPDIWALHNWSAWLTPFLRGTTRRFDTAFFLCCLREPPPVYPDLAEVVGYQWSSPSEATESFLSKEIWLPPPQFYEVRRLANFASLSDLHKFCLGRALEGLERWLPIILLTAD.... Result: 1 (interaction). (5) The miRNA is hsa-miR-765 with sequence UGGAGGAGAAGGAAGGUGAUG. Result: 1 (interaction). The protein sequence of the target gene is MAARGRRAEPQGREAPGPAGGGGGGSRWAESGSGTSPESGDEEVSGAGSSPVSGGVNLFANDGSFLELFKRKMEEEQRQRQEEPPPGPQRPDQSAAAAGPGDPKRKGGPGSTLSFVGKRRGGNKLALKTGIVAKKQKTEDEVLTSKGDAWAKYMAEVKKYKAHQCGDDDKTRPLVK.